From a dataset of Aqueous solubility values for 9,982 compounds from the AqSolDB database. Regression/Classification. Given a drug SMILES string, predict its absorption, distribution, metabolism, or excretion properties. Task type varies by dataset: regression for continuous measurements (e.g., permeability, clearance, half-life) or binary classification for categorical outcomes (e.g., BBB penetration, CYP inhibition). For this dataset (solubility_aqsoldb), we predict Y. The drug is Clc1cc(Cl)nc(-c2ccccc2)n1. The Y is -4.95 log mol/L.